From a dataset of Full USPTO retrosynthesis dataset with 1.9M reactions from patents (1976-2016). Predict the reactants needed to synthesize the given product. (1) Given the product [Br:11][C:12]1[CH:17]=[CH:16][C:15]([C:2]2[CH:7]=[CH:6][CH:5]=[CH:4][C:3]=2[N+:8]([O-:10])=[O:9])=[CH:14][CH:13]=1, predict the reactants needed to synthesize it. The reactants are: I[C:2]1[CH:7]=[CH:6][CH:5]=[CH:4][C:3]=1[N+:8]([O-:10])=[O:9].[Br:11][C:12]1[CH:17]=[CH:16][C:15](B(O)O)=[CH:14][CH:13]=1.C(=O)([O-])[O-].[K+].[K+]. (2) Given the product [Br:20][CH:6]([C:2]1[S:1][CH:5]=[CH:4][N:3]=1)[C:7]([C:9]1[CH:10]=[CH:11][C:12]2[O:17][CH2:16][C:15](=[O:18])[NH:14][C:13]=2[CH:19]=1)=[O:8], predict the reactants needed to synthesize it. The reactants are: [S:1]1[CH:5]=[CH:4][N:3]=[C:2]1[CH2:6][C:7]([C:9]1[CH:10]=[CH:11][C:12]2[O:17][CH2:16][C:15](=[O:18])[NH:14][C:13]=2[CH:19]=1)=[O:8].[BrH:20].BrBr.O1CCOCC1. (3) Given the product [F:1][C:2]1[C:3]([CH2:13][NH:14][C:25]2[C:30]([N+:31]([O-:33])=[O:32])=[CH:29][CH:28]=[CH:27][N:26]=2)=[CH:4][C:5]2[S:9][C:8]([S:10][CH3:11])=[N:7][C:6]=2[CH:12]=1, predict the reactants needed to synthesize it. The reactants are: [F:1][C:2]1[C:3]([CH2:13][NH2:14])=[CH:4][C:5]2[S:9][C:8]([S:10][CH3:11])=[N:7][C:6]=2[CH:12]=1.CCN(C(C)C)C(C)C.Cl[C:25]1[C:30]([N+:31]([O-:33])=[O:32])=[CH:29][CH:28]=[CH:27][N:26]=1. (4) Given the product [Cl:1][C:2]1[C:6]([C:7]([NH:38][CH2:37][C:31]2([C:27]3[CH:26]=[N:25][CH:30]=[CH:29][CH:28]=3)[CH2:32][CH2:33][CH2:34][CH2:35][CH2:36]2)=[O:9])=[CH:5][N:4]([C:10]2[N:15]=[CH:14][CH:13]=[CH:12][N:11]=2)[N:3]=1, predict the reactants needed to synthesize it. The reactants are: [Cl:1][C:2]1[C:6]([C:7]([OH:9])=O)=[CH:5][N:4]([C:10]2[N:15]=[CH:14][CH:13]=[CH:12][N:11]=2)[N:3]=1.CCN(C(C)C)C(C)C.[N:25]1[CH:30]=[CH:29][CH:28]=[C:27]([C:31]2([CH2:37][NH2:38])[CH2:36][CH2:35][CH2:34][CH2:33][CH2:32]2)[CH:26]=1.F[P-](F)(F)(F)(F)F.N1(O[P+](N(C)C)(N(C)C)N(C)C)C2C=CC=CC=2N=N1. (5) The reactants are: [H-].[Na+].[N:3]1([CH2:8][CH2:9][CH2:10][CH2:11][C:12]2[CH:17]=[CH:16][C:15]([OH:18])=[CH:14][CH:13]=2)[CH:7]=[CH:6][N:5]=[N:4]1.Cl[CH2:20][C:21]1[N:22]=[C:23]([CH:26]=[CH:27][C:28]2[CH:33]=[CH:32][C:31]([S:34]([F:39])([F:38])([F:37])([F:36])[F:35])=[CH:30][CH:29]=2)[O:24][CH:25]=1.O. Given the product [F:37][S:34]([F:35])([F:36])([F:38])([F:39])[C:31]1[CH:32]=[CH:33][C:28](/[CH:27]=[CH:26]/[C:23]2[O:24][CH:25]=[C:21]([CH2:20][O:18][C:15]3[CH:14]=[CH:13][C:12]([CH2:11][CH2:10][CH2:9][CH2:8][N:3]4[CH:7]=[CH:6][N:5]=[N:4]4)=[CH:17][CH:16]=3)[N:22]=2)=[CH:29][CH:30]=1, predict the reactants needed to synthesize it.